From a dataset of NCI-60 drug combinations with 297,098 pairs across 59 cell lines. Regression. Given two drug SMILES strings and cell line genomic features, predict the synergy score measuring deviation from expected non-interaction effect. Drug 1: CC1=C2C(C(=O)C3(C(CC4C(C3C(C(C2(C)C)(CC1OC(=O)C(C(C5=CC=CC=C5)NC(=O)C6=CC=CC=C6)O)O)OC(=O)C7=CC=CC=C7)(CO4)OC(=O)C)O)C)OC(=O)C. Drug 2: C1CCC(C(C1)N)N.C(=O)(C(=O)[O-])[O-].[Pt+4]. Cell line: SK-OV-3. Synergy scores: CSS=36.7, Synergy_ZIP=5.67, Synergy_Bliss=3.42, Synergy_Loewe=-18.4, Synergy_HSA=3.47.